Predict the reactants needed to synthesize the given product. From a dataset of Full USPTO retrosynthesis dataset with 1.9M reactions from patents (1976-2016). (1) Given the product [CH3:16][N:14]([CH3:15])[C:11]1[CH:10]=[CH:9][C:8]([CH:6]2[CH2:7][CH:1]3[N:17]([C:18]([C:19]4[CH:24]=[CH:23][CH:22]=[CH:21][CH:20]=4)([C:31]4[CH:32]=[CH:33][CH:34]=[CH:35][CH:36]=4)[C:25]4[CH:26]=[CH:27][CH:28]=[CH:29][CH:30]=4)[CH:5]2[CH2:4][CH2:3][CH2:2]3)=[CH:13][N:12]=1, predict the reactants needed to synthesize it. The reactants are: [CH:1]12[NH:17][CH:5]([CH:6]([C:8]3[CH:9]=[CH:10][C:11]([N:14]([CH3:16])[CH3:15])=[N:12][CH:13]=3)[CH2:7]1)[CH2:4][CH2:3][CH2:2]2.[C:18](Cl)([C:31]1[CH:36]=[CH:35][CH:34]=[CH:33][CH:32]=1)([C:25]1[CH:30]=[CH:29][CH:28]=[CH:27][CH:26]=1)[C:19]1[CH:24]=[CH:23][CH:22]=[CH:21][CH:20]=1. (2) Given the product [C:16]([Si:20]([CH3:36])([CH3:35])[O:21][C:22]([C:25]1[C:30]([O:31][CH3:32])=[CH:29][CH:28]=[CH:27][C:26]=1[O:33][CH3:34])([CH2:2][C:3]1[CH:4]=[C:5]([C:11]2[S:12][CH:13]=[CH:14][CH:15]=2)[CH:6]=[CH:7][C:8]=1[O:9][CH3:10])[C:23]#[N:24])([CH3:19])([CH3:18])[CH3:17], predict the reactants needed to synthesize it. The reactants are: Br[CH2:2][C:3]1[CH:4]=[C:5]([C:11]2[S:12][CH:13]=[CH:14][CH:15]=2)[CH:6]=[CH:7][C:8]=1[O:9][CH3:10].[C:16]([Si:20]([CH3:36])([CH3:35])[O:21][CH:22]([C:25]1[C:30]([O:31][CH3:32])=[CH:29][CH:28]=[CH:27][C:26]=1[O:33][CH3:34])[C:23]#[N:24])([CH3:19])([CH3:18])[CH3:17].NCCN(CCN)CCN.[Br-]. (3) Given the product [Cl:22][CH2:23][CH2:24][C:25]([NH:1][C:2]1[C:10]2[NH:9][C:8]3[CH2:11][CH2:12][N:13]([C:15]([O:17][C:18]([CH3:21])([CH3:20])[CH3:19])=[O:16])[CH2:14][C:7]=3[C:6]=2[CH:5]=[CH:4][CH:3]=1)=[O:26], predict the reactants needed to synthesize it. The reactants are: [NH2:1][C:2]1[C:10]2[NH:9][C:8]3[CH2:11][CH2:12][N:13]([C:15]([O:17][C:18]([CH3:21])([CH3:20])[CH3:19])=[O:16])[CH2:14][C:7]=3[C:6]=2[CH:5]=[CH:4][CH:3]=1.[Cl:22][CH2:23][CH2:24][C:25](Cl)=[O:26].C(=O)(O)[O-].[Na+]. (4) The reactants are: Br[C:2]1[C:7]([N:8]([CH2:23][O:24][CH3:25])[S:9]([C:12]2[CH:17]=[CH:16][C:15]([Cl:18])=[C:14]([C:19]([F:22])([F:21])[F:20])[CH:13]=2)(=[O:11])=[O:10])=[CH:6][C:5]([Cl:26])=[CH:4][N:3]=1.C([Mg]Cl)(C)C.CON(C)[C:35](=[O:47])[C:36]1[CH:41]=[CH:40][CH:39]=[CH:38][C:37]=1[C:42]1[O:43][CH:44]=[CH:45][N:46]=1. Given the product [Cl:18][C:15]1[CH:16]=[CH:17][C:12]([S:9]([N:8]([C:7]2[C:2]([C:35](=[O:47])[C:36]3[CH:41]=[CH:40][CH:39]=[CH:38][C:37]=3[C:42]3[O:43][CH:44]=[CH:45][N:46]=3)=[N:3][CH:4]=[C:5]([Cl:26])[CH:6]=2)[CH2:23][O:24][CH3:25])(=[O:11])=[O:10])=[CH:13][C:14]=1[C:19]([F:22])([F:21])[F:20], predict the reactants needed to synthesize it. (5) Given the product [NH:32]1[CH2:31][CH2:30][N:29]=[C:28]1[N:22]1[CH2:23][CH2:24][N:19]([C:14]2[CH:15]=[CH:16][CH:17]=[C:18]3[C:13]=2[CH:12]=[CH:11][N:10]3[S:7]([C:1]2[CH:2]=[CH:3][CH:4]=[CH:5][CH:6]=2)(=[O:9])=[O:8])[CH2:20][CH2:21]1, predict the reactants needed to synthesize it. The reactants are: [C:1]1([S:7]([N:10]2[C:18]3[C:13](=[C:14]([N:19]4[CH2:24][CH2:23][NH:22][CH2:21][CH2:20]4)[CH:15]=[CH:16][CH:17]=3)[CH:12]=[CH:11]2)(=[O:9])=[O:8])[CH:6]=[CH:5][CH:4]=[CH:3][CH:2]=1.I.CS[C:28]1[NH:29][CH2:30][CH2:31][N:32]=1.C(N(CC)C(C)C)(C)C. (6) Given the product [CH3:4][O:5][C:6]1[CH:49]=[C:48]([O:50][CH3:51])[CH:47]=[CH:46][C:7]=1[CH2:8][NH:9][C:10]1[C:11]2[CH:18]=[CH:17][N:16]([C@H:19]3[C@@H:23]4[O:24][C:25]([CH3:27])([CH3:28])[O:26][C@@H:22]4[C@@H:21]([CH2:29][N:30]([CH2:42][CH:43]([CH3:45])[CH3:44])[CH:31]4[CH2:32][CH:33]([CH2:35][CH2:36][C:37]([OH:39])=[O:38])[CH2:34]4)[CH2:20]3)[C:12]=2[N:13]=[CH:14][N:15]=1, predict the reactants needed to synthesize it. The reactants are: O.[OH-].[Li+].[CH3:4][O:5][C:6]1[CH:49]=[C:48]([O:50][CH3:51])[CH:47]=[CH:46][C:7]=1[CH2:8][NH:9][C:10]1[C:11]2[CH:18]=[CH:17][N:16]([C@H:19]3[C@@H:23]4[O:24][C:25]([CH3:28])([CH3:27])[O:26][C@@H:22]4[C@@H:21]([CH2:29][N:30]([CH2:42][CH:43]([CH3:45])[CH3:44])[CH:31]4[CH2:34][CH:33]([CH2:35][CH2:36][C:37]([O:39]CC)=[O:38])[CH2:32]4)[CH2:20]3)[C:12]=2[N:13]=[CH:14][N:15]=1.O1CCCC1.CO.Cl. (7) Given the product [CH3:13][N:11]1[CH:12]=[C:8]([C:5]2[CH:6]=[CH:7][C:2]([B:18]3[O:19][C:20]([CH3:22])([CH3:21])[C:16]([CH3:32])([CH3:15])[O:17]3)=[CH:3][CH:4]=2)[N:9]=[C:10]1[CH3:14], predict the reactants needed to synthesize it. The reactants are: Cl[C:2]1[CH:7]=[CH:6][C:5]([C:8]2[N:9]=[C:10]([CH3:14])[N:11]([CH3:13])[CH:12]=2)=[CH:4][CH:3]=1.[CH3:15][C:16]1([CH3:32])[C:20]([CH3:22])([CH3:21])[O:19][B:18]([B:18]2[O:19][C:20]([CH3:22])([CH3:21])[C:16]([CH3:32])([CH3:15])[O:17]2)[O:17]1.CC([O-])=O.[K+]. (8) The reactants are: [CH3:1][NH:2][C:3]1[C:8]([CH:9](O)[CH3:10])=[CH:7][N:6]=[C:5]([S:12][CH3:13])[N:4]=1.S(Cl)([Cl:16])=O. Given the product [Cl:16][CH:9]([C:8]1[C:3]([NH:2][CH3:1])=[N:4][C:5]([S:12][CH3:13])=[N:6][CH:7]=1)[CH3:10], predict the reactants needed to synthesize it.